Predict the reactants needed to synthesize the given product. From a dataset of Full USPTO retrosynthesis dataset with 1.9M reactions from patents (1976-2016). (1) Given the product [CH3:1][S:2]([O-:5])(=[O:4])=[O:3].[CH:83]([N:52]([CH:49]([CH3:51])[CH3:50])[C:53]([C:55]1[CH:80]=[CH:79][C:58]([O:59][CH2:60][CH2:61][CH2:62][CH2:63][O:64][C:23]2[CH:22]=[CH:36][C:26]3[C:27]([NH:30][C:31]([C@@H:33]([NH:35][C:91]([NH2+:93][CH3:94])=[O:90])[CH3:34])=[O:32])=[N:28][O:29][C:25]=3[CH:24]=2)=[C:57]([O:81][CH3:82])[CH:56]=1)=[O:54])([CH3:84])[CH3:85], predict the reactants needed to synthesize it. The reactants are: [CH3:1][S:2]([O-:5])(=[O:4])=[O:3].C(N(C(C)C)C(C1C=CC(OCCCCO[C:22]2[CH:23]=[CH:24][C:25]3[O:29][N:28]=[C:27]([NH:30][C:31]([C@@H:33]([NH3+:35])[CH3:34])=[O:32])[C:26]=3[CH:36]=2)=C(OC)C=1)=O)(C)C.CS(O)(=O)=O.[CH:49]([N:52]([CH:83]([CH3:85])[CH3:84])[C:53]([C:55]1[CH:80]=[CH:79][C:58]([O:59][CH2:60][CH2:61][CH2:62][CH2:63][O:64]C2C=CC3ON=C(NC([NH2+]C)=O)C=3C=2)=[C:57]([O:81][CH3:82])[CH:56]=1)=[O:54])([CH3:51])[CH3:50].C([O:90][C:91]([NH:93][CH2:94]C(O)=O)=O)(C)(C)C. (2) Given the product [Cl:23][C:4]1[CH:3]=[C:2]([CH:7]=[CH:6][C:5]=1[C:8]1[C:19](=[O:20])[N:18]([CH2:21][CH3:22])[C:11]2[N:12]=[C:13]([S:16][CH3:17])[N:14]=[CH:15][C:10]=2[CH:9]=1)[C:24]#[N:25], predict the reactants needed to synthesize it. The reactants are: Br[C:2]1[CH:7]=[CH:6][C:5]([C:8]2[C:19](=[O:20])[N:18]([CH2:21][CH3:22])[C:11]3[N:12]=[C:13]([S:16][CH3:17])[N:14]=[CH:15][C:10]=3[CH:9]=2)=[C:4]([Cl:23])[CH:3]=1.[CH3:24][N:25](C=O)C. (3) Given the product [NH2:32][C@H:29]1[CH2:30][CH2:31][C@H:26]([NH:25][C:20]2[CH:19]=[C:18]([C:14]3[CH:15]=[N:16][CH:17]=[C:12]([NH:11][CH2:10][CH:7]4[CH2:8][CH2:9][N:4]([C:1](=[O:3])[CH3:2])[CH2:5][CH2:6]4)[CH:13]=3)[C:23]([Cl:24])=[CH:22][N:21]=2)[CH2:27][CH2:28]1, predict the reactants needed to synthesize it. The reactants are: [C:1]([N:4]1[CH2:9][CH2:8][CH:7]([CH2:10][NH:11][C:12]2[CH:13]=[C:14]([C:18]3[C:23]([Cl:24])=[CH:22][N:21]=[C:20]([NH:25][C@H:26]4[CH2:31][CH2:30][C@H:29]([NH:32]C(=O)OCC5C=CC=CC=5)[CH2:28][CH2:27]4)[CH:19]=3)[CH:15]=[N:16][CH:17]=2)[CH2:6][CH2:5]1)(=[O:3])[CH3:2].[Si](I)(C)(C)C.